This data is from Full USPTO retrosynthesis dataset with 1.9M reactions from patents (1976-2016). The task is: Predict the reactants needed to synthesize the given product. (1) Given the product [Cl:40][C:38]1[CH:37]=[CH:36][C:33]2[S:34][CH:35]=[C:31]([CH2:30][N:8]3[C:9]4[C:14](=[CH:13][CH:12]=[CH:11][CH:10]=4)[C:15]([CH2:16][C:17]#[N:18])=[C:7]3[C:1]3[CH:2]=[CH:3][CH:4]=[CH:5][CH:6]=3)[C:32]=2[CH:39]=1, predict the reactants needed to synthesize it. The reactants are: [C:1]1([C:7]2[NH:8][C:9]3[C:14]([C:15]=2[CH2:16][C:17]#[N:18])=[CH:13][CH:12]=[CH:11][CH:10]=3)[CH:6]=[CH:5][CH:4]=[CH:3][CH:2]=1.C[Si]([N-][Si](C)(C)C)(C)C.[Na+].Br[CH2:30][C:31]1[C:32]2[CH:39]=[C:38]([Cl:40])[CH:37]=[CH:36][C:33]=2[S:34][CH:35]=1.O. (2) Given the product [OH:26][CH:3]1[C:8]([C:9]2[C:14]([O:15][CH3:16])=[CH:13][C:12]([O:17][CH3:18])=[CH:11][C:10]=2[O:19][CH3:20])=[CH:7][CH2:6][N:5]([CH3:21])[CH2:4]1, predict the reactants needed to synthesize it. The reactants are: Br.Br[CH:3]1[C:8]([C:9]2[C:14]([O:15][CH3:16])=[CH:13][C:12]([O:17][CH3:18])=[CH:11][C:10]=2[O:19][CH3:20])=[CH:7][CH2:6][N:5]([CH3:21])[CH2:4]1.C([O:26]C)(C)(C)C.ClCCl. (3) Given the product [C:1](=[O:13])([O:3][C:4]1[CH:9]=[CH:8][CH:7]=[C:6]([NH2:10])[CH:5]=1)[NH2:2], predict the reactants needed to synthesize it. The reactants are: [C:1](=[O:13])([O:3][C:4]1[CH:9]=[CH:8][CH:7]=[C:6]([N+:10]([O-])=O)[CH:5]=1)[NH2:2].[H][H].